This data is from Forward reaction prediction with 1.9M reactions from USPTO patents (1976-2016). The task is: Predict the product of the given reaction. (1) Given the reactants [CH3:1][C:2]1[CH:7]=[CH:6][CH:5]=[C:4]([C:8]#[C:9][Si](C)(C)C)[N:3]=1.C([O-])([O-])=O.[K+].[K+], predict the reaction product. The product is: [C:8]([C:4]1[CH:5]=[CH:6][CH:7]=[C:2]([CH3:1])[N:3]=1)#[CH:9]. (2) Given the reactants [C:1]([O:5][C:6](=[O:20])[NH:7][C:8]1[CH:13]=[C:12]([CH3:14])[C:11]([C:15]([F:18])([F:17])[F:16])=[CH:10][C:9]=1[NH2:19])([CH3:4])([CH3:3])[CH3:2].C([O:25][C:26](=O)[CH2:27][C:28]([C:30]1[CH:35]=[CH:34][CH:33]=[C:32]([C:36]2[CH:37]=[N:38][C:39]([CH3:43])=[CH:40][C:41]=2[CH3:42])[CH:31]=1)=[O:29])(C)(C)C, predict the reaction product. The product is: [C:1]([O:5][C:6](=[O:20])[NH:7][C:8]1[CH:13]=[C:12]([CH3:14])[C:11]([C:15]([F:18])([F:17])[F:16])=[CH:10][C:9]=1[NH:19][C:26](=[O:25])[CH2:27][C:28]([C:30]1[CH:35]=[CH:34][CH:33]=[C:32]([C:36]2[CH:37]=[N:38][C:39]([CH3:43])=[CH:40][C:41]=2[CH3:42])[CH:31]=1)=[O:29])([CH3:4])([CH3:2])[CH3:3]. (3) Given the reactants [C:1]([Si:5]([CH3:13])([CH3:12])[O:6][CH2:7][CH2:8][C@@H:9]([NH2:11])[CH3:10])([CH3:4])([CH3:3])[CH3:2].[CH3:14][O:15][C:16]([C:18]1[S:19][C:20]([C:24]#[C:25][C:26]([CH3:29])([CH3:28])[CH3:27])=[CH:21][C:22]=1I)=[O:17].C1C=CC(P(C2C(C3C(P(C4C=CC=CC=4)C4C=CC=CC=4)=CC=C4C=3C=CC=C4)=C3C(C=CC=C3)=CC=2)C2C=CC=CC=2)=CC=1, predict the reaction product. The product is: [CH3:14][O:15][C:16]([C:18]1[S:19][C:20]([C:24]#[C:25][C:26]([CH3:29])([CH3:28])[CH3:27])=[CH:21][C:22]=1[NH:11][C@@H:9]([CH3:10])[CH2:8][CH2:7][O:6][Si:5]([C:1]([CH3:3])([CH3:2])[CH3:4])([CH3:13])[CH3:12])=[O:17]. (4) Given the reactants [Br:1][C:2]1[CH:7]=[CH:6][C:5]([C:8]([C:10]([C:12]2[CH:17]=[CH:16][C:15]([Br:18])=[CH:14][CH:13]=2)=O)=O)=[CH:4][CH:3]=1.[C:19]1([NH2:26])[CH:24]=[CH:23][CH:22]=[CH:21][C:20]=1[NH2:25], predict the reaction product. The product is: [Br:1][C:2]1[CH:7]=[CH:6][C:5]([C:8]2[C:10]([C:12]3[CH:17]=[CH:16][C:15]([Br:18])=[CH:14][CH:13]=3)=[N:26][C:19]3[C:20](=[CH:21][CH:22]=[CH:23][CH:24]=3)[N:25]=2)=[CH:4][CH:3]=1. (5) Given the reactants Br[CH2:2][C:3]1[C:8]([CH3:9])=[CH:7][CH:6]=[CH:5][C:4]=1[N:10]1[C:14](=[O:15])[N:13]([CH3:16])[N:12]=[N:11]1.[N+:17]([C:20]1[CH:25]=[CH:24][C:23]([N:26]2[CH:30]=[CH:29][C:28]([OH:31])=[N:27]2)=[CH:22][CH:21]=1)([O-:19])=[O:18].C(=O)([O-])[O-].[K+].[K+].C(#N)C, predict the reaction product. The product is: [N+:17]([C:20]1[CH:21]=[CH:22][C:23]([N:26]2[CH:30]=[CH:29][C:28]([O:31][CH2:2][C:3]3[C:8]([CH3:9])=[CH:7][CH:6]=[CH:5][C:4]=3[N:10]3[C:14](=[O:15])[N:13]([CH3:16])[N:12]=[N:11]3)=[N:27]2)=[CH:24][CH:25]=1)([O-:19])=[O:18]. (6) Given the reactants CC1(C)C(C)(C)OB([C:9]2[CH:10]=[C:11]3[C:15](=[CH:16][CH:17]=2)[C:14](=[O:18])[CH2:13][CH2:12]3)O1.Cl[C:21]1[N:26]=[CH:25][C:24]([CH3:27])=[CH:23][N:22]=1.C(=O)([O-])[O-].[Na+].[Na+].O1CCOCC1, predict the reaction product. The product is: [CH3:27][C:24]1[CH:23]=[N:22][C:21]([C:9]2[CH:10]=[C:11]3[C:15](=[CH:16][CH:17]=2)[C:14](=[O:18])[CH2:13][CH2:12]3)=[N:26][CH:25]=1. (7) Given the reactants [Br:1][C:2]1[CH:7]=[CH:6][C:5]([SH:8])=[CH:4][CH:3]=1.CS(O[CH:14]1[CH2:18][CH2:17][CH2:16][C:15]1([CH3:20])[CH3:19])(=O)=O.C(=O)([O-])[O-].[K+].[K+], predict the reaction product. The product is: [Br:1][C:2]1[CH:7]=[CH:6][C:5]([S:8][CH:14]2[CH2:18][CH2:17][CH2:16][C:15]2([CH3:20])[CH3:19])=[CH:4][CH:3]=1. (8) Given the reactants Br[C:2]1[CH:6]=[C:5]([C:7]#[C:8][C:9]([CH3:12])([CH3:11])[CH3:10])[S:4][C:3]=1[C:13]([O:15][CH3:16])=[O:14].[O:17]1[CH2:22][CH2:21][N:20]([CH2:23][CH2:24][NH2:25])[CH2:19][CH2:18]1.C(=O)([O-])[O-].[Cs+].[Cs+].COC1C=CC=C(OC)C=1C1C=CC=CC=1P(C1CCCCC1)C1CCCCC1, predict the reaction product. The product is: [CH3:10][C:9]([CH3:12])([CH3:11])[C:8]#[C:7][C:5]1[S:4][C:3]([C:13]([O:15][CH3:16])=[O:14])=[C:2]([NH:25][CH2:24][CH2:23][N:20]2[CH2:21][CH2:22][O:17][CH2:18][CH2:19]2)[CH:6]=1.